This data is from Forward reaction prediction with 1.9M reactions from USPTO patents (1976-2016). The task is: Predict the product of the given reaction. Given the reactants [NH2:1][CH:2]1[CH2:7][CH2:6][CH:5]([NH:8][C:9]2[N:17]=[C:16]3[C:12]([N:13]=[CH:14][N:15]3[CH:18]3[CH2:22][CH2:21][CH2:20][CH2:19]3)=[C:11]([NH:23][CH2:24][C:25]3[CH:26]=[N:27][C:28](Br)=[CH:29][CH:30]=3)[N:10]=2)[CH2:4][CH2:3]1.Cl.[NH2:33][C:34]1[CH:39]=[CH:38][CH:37]=[CH:36][C:35]=1B(O)O.C1(P(C2C=CC=CC=2)C2C=CC=CC=2)C=CC=CC=1.C(=O)([O-])[O-].[Na+].[Na+], predict the reaction product. The product is: [NH2:1][CH:2]1[CH2:7][CH2:6][CH:5]([NH:8][C:9]2[N:17]=[C:16]3[C:12]([N:13]=[CH:14][N:15]3[CH:18]3[CH2:22][CH2:21][CH2:20][CH2:19]3)=[C:11]([NH:23][CH2:24][C:25]3[CH:26]=[N:27][C:28]([C:35]4[CH:36]=[CH:37][CH:38]=[CH:39][C:34]=4[NH2:33])=[CH:29][CH:30]=3)[N:10]=2)[CH2:4][CH2:3]1.